This data is from Reaction yield outcomes from USPTO patents with 853,638 reactions. The task is: Predict the reaction yield, written as a fraction of the theoretical maximum amount of product (1.0 means a 100% yield; for example, 0.34 means a 34% yield). (1) The reactants are [F:1][C:2]1[CH:3]=[C:4]([C:22]2[C:23]([C:28]#[N:29])=[CH:24][CH:25]=[CH:26][CH:27]=2)[CH:5]=[CH:6][C:7]=1[CH2:8][C:9]1[C:10](=[O:21])[NH:11][C:12]2[N:13]([N:18]=[CH:19][N:20]=2)[C:14]=1[CH2:15][CH2:16][CH3:17].[C:30]1(B(O)O)[CH:35]=[CH:34][CH:33]=[CH:32][CH:31]=1.C(N(CC)CC)C.N1C=CC=CC=1. The catalyst is ClCCl.C(OCC)(=O)C.C([O-])(=O)C.[Cu+2].C([O-])(=O)C. The product is [F:1][C:2]1[CH:3]=[C:4]([C:22]2[C:23]([C:28]#[N:29])=[CH:24][CH:25]=[CH:26][CH:27]=2)[CH:5]=[CH:6][C:7]=1[CH2:8][C:9]1[C:10](=[O:21])[N:11]([C:30]2[CH:35]=[CH:34][CH:33]=[CH:32][CH:31]=2)[C:12]2[N:13]([N:18]=[CH:19][N:20]=2)[C:14]=1[CH2:15][CH2:16][CH3:17]. The yield is 1.00. (2) The reactants are [N:1]1[CH:2]=[CH:3][N:4]2[CH:9]=[C:8](B(O)O)[CH:7]=[CH:6][C:5]=12.FC(F)(F)S(O[C:19]1[CH:28]=[CH:27][CH:26]=[C:25]2[C:20]=1[CH2:21][C@H:22]([N:29]([CH2:37][C:38]1[CH:43]=[CH:42][CH:41]=[CH:40][CH:39]=1)[CH2:30][C:31]1[CH:36]=[CH:35][CH:34]=[CH:33][CH:32]=1)[CH2:23][O:24]2)(=O)=O.C(=O)([O-])[O-].[K+].[K+]. The catalyst is C(O)(C)C. The product is [CH2:37]([N:29]([CH2:30][C:31]1[CH:36]=[CH:35][CH:34]=[CH:33][CH:32]=1)[C@H:22]1[CH2:21][C:20]2[C:25](=[CH:26][CH:27]=[CH:28][C:19]=2[C:8]2[CH:7]=[CH:6][C:5]3[N:4]([CH:3]=[CH:2][N:1]=3)[CH:9]=2)[O:24][CH2:23]1)[C:38]1[CH:39]=[CH:40][CH:41]=[CH:42][CH:43]=1. The yield is 0.760. (3) The reactants are [C:1]([C:3]1[CH:4]=[C:5]([CH:15]2[C:24]([CH3:26])([CH3:25])[CH2:23][C:22]3[C:17](=[CH:18][CH:19]=[C:20]([C:27]([OH:29])=O)[CH:21]=3)[NH:16]2)[CH:6]=[C:7]([N:9]2[CH2:14][CH2:13][O:12][CH2:11][CH2:10]2)[CH:8]=1)#[N:2].Cl.CN(C)CCCN=C=NCC.[CH3:42][S:43]([NH2:46])(=[O:45])=[O:44]. The catalyst is CN(C)C1C=CN=CC=1.ClCCl. The product is [C:1]([C:3]1[CH:4]=[C:5]([CH:15]2[C:24]([CH3:26])([CH3:25])[CH2:23][C:22]3[C:17](=[CH:18][CH:19]=[C:20]([C:27]([NH:46][S:43]([CH3:42])(=[O:45])=[O:44])=[O:29])[CH:21]=3)[NH:16]2)[CH:6]=[C:7]([N:9]2[CH2:10][CH2:11][O:12][CH2:13][CH2:14]2)[CH:8]=1)#[N:2]. The yield is 0.300. (4) The reactants are [NH:1]1[C:9]2[C:4](=[CH:5][CH:6]=[C:7]([C:10]([OH:12])=O)[CH:8]=2)[CH:3]=[CH:2]1.C(Cl)Cl.N1C=CC=CC=1.O[NH:23][C:24](=[NH:33])[C:25]1[CH:30]=[CH:29][C:28]([O:31][CH3:32])=[CH:27][CH:26]=1. The catalyst is C(Cl)Cl. The product is [CH3:32][O:31][C:28]1[CH:29]=[CH:30][C:25]([C:24]2[N:23]=[C:10]([C:7]3[CH:8]=[C:9]4[C:4]([CH:3]=[CH:2][NH:1]4)=[CH:5][CH:6]=3)[O:12][N:33]=2)=[CH:26][CH:27]=1. The yield is 0.160. (5) The reactants are C(N(CC)CC)C.[F:8][C:9]([F:28])([F:27])[S:10](N(C1C=CC=CC=1)[S:10]([C:9]([F:28])([F:27])[F:8])(=[O:12])=[O:11])(=[O:12])=[O:11].[F:29][C:30]1[CH:35]=[CH:34][C:33]([C:36]2[O:37][C:38]3[CH:49]=[CH:48][C:47]([OH:50])=[C:46]([N+:51]([O-:53])=[O:52])[C:39]=3[C:40]=2[C:41]([O:43][CH2:44][CH3:45])=[O:42])=[CH:32][CH:31]=1. The catalyst is C(Cl)Cl. The product is [F:29][C:30]1[CH:31]=[CH:32][C:33]([C:36]2[O:37][C:38]3[CH:49]=[CH:48][C:47]([O:50][S:10]([C:9]([F:28])([F:27])[F:8])(=[O:12])=[O:11])=[C:46]([N+:51]([O-:53])=[O:52])[C:39]=3[C:40]=2[C:41]([O:43][CH2:44][CH3:45])=[O:42])=[CH:34][CH:35]=1. The yield is 0.750. (6) The reactants are [H-].[Na+].CC[OH:5].[N:6]1[CH:11]=[CH:10][CH:9]=[C:8]([CH:12]=O)[CH:7]=1.[CH2:14]([O:16][C:17](=[O:22])[CH2:18]N(C)C)[CH3:15].COC(=O)CN(C)C. The catalyst is CCCCCC.CCOCC. The product is [CH2:14]([O:16][C:17](=[O:22])[C:18]([OH:5])=[CH:12][C:8]1[CH:7]=[N:6][CH:11]=[CH:10][CH:9]=1)[CH3:15]. The yield is 0.520. (7) The reactants are [F:1][C:2]1[CH:7]=[CH:6][C:5]([C:8]2[S:12][CH:11]=[N:10][CH:9]=2)=[CH:4][CH:3]=1.[Li]CCCC.CN([CH:21]=[O:22])C. The catalyst is C1COCC1. The product is [F:1][C:2]1[CH:3]=[CH:4][C:5]([C:8]2[S:12][C:11]([CH:21]=[O:22])=[N:10][CH:9]=2)=[CH:6][CH:7]=1. The yield is 0.690.